Task: Predict which catalyst facilitates the given reaction.. Dataset: Catalyst prediction with 721,799 reactions and 888 catalyst types from USPTO (1) Product: [Cl:1][C:2]1[CH:3]=[CH:4][C:5]([CH2:6][N:7]2[C:15]3[C:14](=[O:16])[NH:13][C:12](=[O:26])[N:11]([CH3:27])[C:10]=3[N:9]=[C:8]2[CH2:28][C:29]2[CH:34]=[C:33]([O:35][C:36]([F:38])([F:37])[F:39])[CH:32]=[CH:31][C:30]=2[F:40])=[CH:41][CH:42]=1. The catalyst class is: 2. Reactant: [Cl:1][C:2]1[CH:42]=[CH:41][C:5]([CH2:6][N:7]2[C:15]3[C:14](=[O:16])[N:13](CC4C=CC(OC)=CC=4)[C:12](=[O:26])[N:11]([CH3:27])[C:10]=3[N:9]=[C:8]2[CH2:28][C:29]2[CH:34]=[C:33]([O:35][C:36]([F:39])([F:38])[F:37])[CH:32]=[CH:31][C:30]=2[F:40])=[CH:4][CH:3]=1.C(O)(C(F)(F)F)=O.FC(F)(F)S(O)(=O)=O. (2) Reactant: [CH3:1][CH2:2][O:3][C:4]1[N:12]([CH2:13][C:14]2[CH:19]=[CH:18][C:17]([C:20]3[C:25]([C:26]4[N:30](C(C5C=CC=CC=5)(C5C=CC=CC=5)C5C=CC=CC=5)[N:29]=[N:28][N:27]=4)=[CH:24][CH:23]=[CH:22][CH:21]=3)=[CH:16][CH:15]=2)[C:11]2[C:6](=[CH:7][CH:8]=[CH:9][C:10]=2[C:50]([O:52][CH:53]([O:55][C:56]([O:58][CH:59]2[CH2:64][CH2:63][CH2:62][CH2:61][CH2:60]2)=[O:57])[CH3:54])=[O:51])[N:5]=1.C1(C)C=CC=CC=1.CO.C(O)=O. Product: [CH3:1][CH2:2][O:3][C:4]1[N:12]([CH2:13][C:14]2[CH:19]=[CH:18][C:17]([C:20]3[CH:21]=[CH:22][CH:23]=[CH:24][C:25]=3[C:26]3[N:27]=[N:28][NH:29][N:30]=3)=[CH:16][CH:15]=2)[C:11]2[C:10]([C:50]([O:52][CH:53]([O:55][C:56]([O:58][CH:59]3[CH2:60][CH2:61][CH2:62][CH2:63][CH2:64]3)=[O:57])[CH3:54])=[O:51])=[CH:9][CH:8]=[CH:7][C:6]=2[N:5]=1. The catalyst class is: 6. (3) Reactant: C(O)(C(F)(F)F)=O.[Br:8][C:9]1[N:10]=[C:11]([N:36](C(OC(C)(C)C)=O)C(OC(C)(C)C)=O)[NH:12][C:13]=1[C:14]([NH:16][CH2:17][C:18]1[CH:23]=[CH:22][C:21]([Cl:24])=[C:20]([O:25][C:26]2[CH:31]=[C:30]([C:32]#[N:33])[CH:29]=[C:28]([Cl:34])[CH:27]=2)[C:19]=1[F:35])=[O:15].C(=O)(O)[O-].[Na+]. Product: [NH2:36][C:11]1[NH:12][C:13]([C:14]([NH:16][CH2:17][C:18]2[CH:23]=[CH:22][C:21]([Cl:24])=[C:20]([O:25][C:26]3[CH:31]=[C:30]([C:32]#[N:33])[CH:29]=[C:28]([Cl:34])[CH:27]=3)[C:19]=2[F:35])=[O:15])=[C:9]([Br:8])[N:10]=1. The catalyst class is: 4. (4) Reactant: [N+:1]([C:4]1[CH:5]=[C:6]2[C:10](=[CH:11][CH:12]=1)[C:9](=[O:13])[NH:8][C:7]2=[O:14])([O-])=O. Product: [NH2:1][C:4]1[CH:5]=[C:6]2[C:10](=[CH:11][CH:12]=1)[C:9](=[O:13])[NH:8][C:7]2=[O:14]. The catalyst class is: 123. (5) Product: [O:9]1[C:23](/[CH:22]=[CH:21]/[C:18]2[CH:19]=[CH:20][C:15]3[NH:14][C:13](=[O:27])[O:12][C:11]([CH3:28])([CH3:10])[C:16]=3[CH:17]=2)=[CH:7][CH:6]=[N:8]1. Reactant: C([Li])CCC.[CH:6](=[N:8][OH:9])[CH3:7].[CH3:10][C:11]1([CH3:28])[C:16]2[CH:17]=[C:18](/[CH:21]=[CH:22]/[C:23](OC)=O)[CH:19]=[CH:20][C:15]=2[NH:14][C:13](=[O:27])[O:12]1.OS(O)(=O)=O.[OH-].[Na+]. The catalyst class is: 7.